Dataset: Retrosynthesis with 50K atom-mapped reactions and 10 reaction types from USPTO. Task: Predict the reactants needed to synthesize the given product. (1) Given the product Nc1cc(F)c(OCc2ccccc2)c(F)c1C(=O)O, predict the reactants needed to synthesize it. The reactants are: CC(C)(C)OC(=O)Nc1cc(F)c(OCc2ccccc2)c(F)c1C(=O)O. (2) The reactants are: Cc1ccc(OCCO)cc1C. Given the product Cc1ccc(OCC=O)cc1C, predict the reactants needed to synthesize it. (3) Given the product CC(=O)CCC(C)(C)OC(C)C1CCCC(C)(C)C1, predict the reactants needed to synthesize it. The reactants are: CC(=O)C=CC(C)(C)OC(C)C1CCCC(C)(C)C1. (4) Given the product CCOC(=O)Cc1cn(Cc2ccc(OCc3csc(-c4ccccc4)n3)nc2)nc1-c1ccccc1, predict the reactants needed to synthesize it. The reactants are: CCOC(=O)Cc1c[nH]nc1-c1ccccc1.ClCc1ccc(OCc2csc(-c3ccccc3)n2)nc1. (5) Given the product CCOC(=O)c1ccc(Oc2cc(F)ccc2Br)cc1, predict the reactants needed to synthesize it. The reactants are: CCOC(=O)c1ccc(F)cc1.Oc1cc(F)ccc1Br. (6) Given the product CCOCn1nccc1-c1cc(OC(F)(F)F)ccc1Oc1ccc(S(=O)(=O)N(Cc2ccc(OC)cc2OC)c2ncns2)cc1C#N, predict the reactants needed to synthesize it. The reactants are: CCOCn1nccc1B1OC(C)(C)C(C)(C)O1.COc1ccc(CN(c2ncns2)S(=O)(=O)c2ccc(Oc3ccc(OC(F)(F)F)cc3I)c(C#N)c2)c(OC)c1. (7) Given the product CCc1cnc(N2CCC(OS(C)(=O)=O)CC2)nc1, predict the reactants needed to synthesize it. The reactants are: CCc1cnc(N2CCC(O)CC2)nc1.CS(=O)(=O)Cl.